Dataset: Forward reaction prediction with 1.9M reactions from USPTO patents (1976-2016). Task: Predict the product of the given reaction. (1) Given the reactants [I:1][C:2]1[CH:3]=[N:4][NH:5][CH:6]=1.[H-].[Na+].[CH2:9]([O:16][CH2:17][C:18]([F:26])([F:25])[CH2:19]OS(C)(=O)=O)[C:10]1[CH:15]=[CH:14][CH:13]=[CH:12][CH:11]=1.[Cl-].[NH4+], predict the reaction product. The product is: [CH2:9]([O:16][CH2:17][C:18]([F:25])([F:26])[CH2:19][N:4]1[CH:3]=[C:2]([I:1])[CH:6]=[N:5]1)[C:10]1[CH:15]=[CH:14][CH:13]=[CH:12][CH:11]=1. (2) Given the reactants Br.[CH3:2][CH:3]1[CH2:12][CH2:11][CH:10]([CH3:13])[C:9]2[CH:8]=[C:7]([C:14]3[N:15]=[C:16]([CH:19]4[CH2:24][CH2:23][NH:22][CH2:21][CH2:20]4)[S:17][CH:18]=3)[CH:6]=[CH:5][C:4]1=2.C([O:28][CH2:29][CH2:30][CH2:31][CH2:32]Br)(=O)C.[OH-].[Na+], predict the reaction product. The product is: [CH3:2][CH:3]1[CH2:12][CH2:11][CH:10]([CH3:13])[C:9]2[CH:8]=[C:7]([C:14]3[N:15]=[C:16]([CH:19]4[CH2:24][CH2:23][N:22]([CH2:32][CH2:31][CH2:30][CH2:29][OH:28])[CH2:21][CH2:20]4)[S:17][CH:18]=3)[CH:6]=[CH:5][C:4]1=2.